This data is from Catalyst prediction with 721,799 reactions and 888 catalyst types from USPTO. The task is: Predict which catalyst facilitates the given reaction. (1) Reactant: [NH2:1][C:2]1[C:10]2[C:5](=[N:6][C:7]([C:18]3[CH:23]=[CH:22][C:21]([Cl:24])=[CH:20][C:19]=3[Cl:25])=[C:8]([C:11]3[CH:16]=[CH:15][C:14]([Cl:17])=[CH:13][CH:12]=3)[CH:9]=2)[O:4][C:3]=1[C:26](=[O:31])[C:27]([CH3:30])([CH3:29])[CH3:28].[Cl:32][CH2:33][CH2:34][CH2:35][C:36](Cl)=[O:37].C(N(CC)CC)C. Product: [Cl:32][CH2:33][CH2:34][CH2:35][C:36]([NH:1][C:2]1[C:10]2[C:5](=[N:6][C:7]([C:18]3[CH:23]=[CH:22][C:21]([Cl:24])=[CH:20][C:19]=3[Cl:25])=[C:8]([C:11]3[CH:16]=[CH:15][C:14]([Cl:17])=[CH:13][CH:12]=3)[CH:9]=2)[O:4][C:3]=1[C:26](=[O:31])[C:27]([CH3:28])([CH3:30])[CH3:29])=[O:37]. The catalyst class is: 2. (2) Reactant: [C:1]([O:5][C:6]([N:8]1[CH2:14][CH2:13][CH2:12][N:11]([C:15]2[NH:19][C:18]3[CH:20]=[CH:21][CH:22]=[CH:23][C:17]=3[N:16]=2)[CH2:10][CH2:9]1)=[O:7])([CH3:4])([CH3:3])[CH3:2].CN(C)C=O.[H-].[Na+].Br[CH2:32][CH2:33][O:34][CH2:35][CH2:36][O:37][CH3:38]. Product: [C:1]([O:5][C:6]([N:8]1[CH2:14][CH2:13][CH2:12][N:11]([C:15]2[N:16]([CH2:32][CH2:33][O:34][CH2:35][CH2:36][O:37][CH3:38])[C:17]3[CH:23]=[CH:22][CH:21]=[CH:20][C:18]=3[N:19]=2)[CH2:10][CH2:9]1)=[O:7])([CH3:4])([CH3:2])[CH3:3]. The catalyst class is: 6. (3) Reactant: C([O:3][CH:4](OCC)[C:5]1[CH:10]=[CH:9][C:8](/[CH:11]=[C:12](/[C:15]2[CH:20]=[CH:19][C:18]([O:21][CH3:22])=[C:17]([O:23][CH3:24])[CH:16]=2)\[C:13]#[N:14])=[CH:7][CH:6]=1)C.O.S(=O)(=O)(O)O. Product: [CH3:24][O:23][C:17]1[CH:16]=[C:15](/[C:12](=[CH:11]/[C:8]2[CH:7]=[CH:6][C:5]([CH:4]=[O:3])=[CH:10][CH:9]=2)/[C:13]#[N:14])[CH:20]=[CH:19][C:18]=1[O:21][CH3:22]. The catalyst class is: 5. (4) Reactant: [H-].[Na+].[C:3](OCC)(=O)[C:4](OCC)=O.[F:13][CH2:14][C:15]([O:17][CH2:18][CH3:19])=[O:16].C(=O)C. Product: [F:13]/[C:14](=[CH:3]\[CH3:4])/[C:15]([O:17][CH2:18][CH3:19])=[O:16]. The catalyst class is: 30. (5) Reactant: [CH:1]1([CH2:7][N:8]([C:11]2[C:20]([CH:21]=[O:22])=[CH:19][C:18]3[C:13](=[CH:14][C:15]([F:23])=[CH:16][CH:17]=3)[N:12]=2)[CH2:9][CH3:10])[CH2:6][CH2:5][CH2:4][CH2:3][CH2:2]1.[BH4-].[Na+].[Cl-].[NH4+].O. Product: [CH:1]1([CH2:7][N:8]([C:11]2[C:20]([CH2:21][OH:22])=[CH:19][C:18]3[C:13](=[CH:14][C:15]([F:23])=[CH:16][CH:17]=3)[N:12]=2)[CH2:9][CH3:10])[CH2:6][CH2:5][CH2:4][CH2:3][CH2:2]1. The catalyst class is: 8. (6) Reactant: [N+:1]([C:4]1[CH:9]=[CH:8][N:7]=[CH:6][C:5]=1[N:10]1[CH2:15][CH2:14][CH2:13][C@H:12]([NH:16][C:17](=[O:23])[O:18][C:19]([CH3:22])([CH3:21])[CH3:20])[CH2:11]1)([O-])=O. Product: [NH2:1][C:4]1[CH:9]=[CH:8][N:7]=[CH:6][C:5]=1[N:10]1[CH2:15][CH2:14][CH2:13][C@H:12]([NH:16][C:17](=[O:23])[O:18][C:19]([CH3:21])([CH3:20])[CH3:22])[CH2:11]1. The catalyst class is: 256. (7) Reactant: [OH:1][CH2:2][C@H:3]1[CH2:7][CH2:6][CH2:5][N:4]1[C:8]1[C:9]([C:22]2[CH:27]=[CH:26][CH:25]=[CH:24][CH:23]=2)=[N:10][C:11]2[C:16]([N:17]=1)=[CH:15][C:14]([C:18]([O:20]C)=[O:19])=[CH:13][CH:12]=2.[OH-].[Na+]. Product: [OH:1][CH2:2][C@H:3]1[CH2:7][CH2:6][CH2:5][N:4]1[C:8]1[C:9]([C:22]2[CH:27]=[CH:26][CH:25]=[CH:24][CH:23]=2)=[N:10][C:11]2[C:16]([N:17]=1)=[CH:15][C:14]([C:18]([OH:20])=[O:19])=[CH:13][CH:12]=2. The catalyst class is: 24.